From a dataset of Forward reaction prediction with 1.9M reactions from USPTO patents (1976-2016). Predict the product of the given reaction. Given the reactants [CH3:1][C@H:2]([N+:9]#[C-:10])[C:3]1[CH:8]=[CH:7][CH:6]=[CH:5][CH:4]=1.[Li]CCCC.[C:16]1([S:22][S:22][C:16]2C=[CH:20][CH:19]=[CH:18][CH:17]=2)C=[CH:20][CH:19]=[CH:18][CH:17]=1.[NH4+:30].[Cl-], predict the reaction product. The product is: [N+:9]([C:2]([S:22][C:16]1[CH:17]=[CH:18][CH:19]=[CH:20][N:30]=1)([C:3]1[CH:8]=[CH:7][CH:6]=[CH:5][CH:4]=1)[CH3:1])#[C-:10].